Token-level Classification. Given an antigen amino acid sequence, predict which amino acid positions are active epitope sites capable of antibody binding. Output is a list of indices for active positions. From a dataset of B-cell epitopes from IEDB database with 3,159 antigens for binding position prediction. The epitope positions are: [15, 16, 17, 18, 19, 20, 21, 22, 23, 24, 25, 26, 27, 28, 29]. The amino acids at these positions are: DSGKELKIDIIPNPQ. Given the antigen sequence: LDKIRYESLTDPSKLDSGKELKIDIIPNPQERTLTLVDTGIGMTKADLINNLGTIAKSGTKAFMEALQ, which amino acid positions are active epitope sites?